From a dataset of Reaction yield outcomes from USPTO patents with 853,638 reactions. Predict the reaction yield, written as a fraction of the theoretical maximum amount of product (1.0 means a 100% yield; for example, 0.34 means a 34% yield). (1) The reactants are [CH:1]1([CH2:4][O:5][C:6]2[CH:25]=[CH:24][C:9]([C:10]([O:12][CH2:13][C:14]([O:16]CC3C=CC=CC=3)=[O:15])=[O:11])=[CH:8][C:7]=2[CH2:26][N:27]2[CH2:32][CH2:31][O:30][CH2:29][CH2:28]2)[CH2:3][CH2:2]1. The catalyst is CO.[Pd]. The product is [CH:1]1([CH2:4][O:5][C:6]2[CH:25]=[CH:24][C:9]([C:10]([O:12][CH2:13][C:14]([OH:16])=[O:15])=[O:11])=[CH:8][C:7]=2[CH2:26][N:27]2[CH2:28][CH2:29][O:30][CH2:31][CH2:32]2)[CH2:3][CH2:2]1. The yield is 0.880. (2) The reactants are [I:1][C:2]1[CH:3]=[CH:4][C:5]2[CH:30]3[CH2:31][CH:28]([CH2:29]3)[C:8]3[N:9]([CH2:17][C:18]4[C:26]5[C:21](=[CH:22][CH:23]=[CH:24][CH:25]=5)[N:20]([CH3:27])[N:19]=4)[C:10]([C:12]([O:14]CC)=O)=[N:11][C:7]=3[C:6]=2[CH:32]=1.[NH3:33]. No catalyst specified. The product is [I:1][C:2]1[CH:3]=[CH:4][C:5]2[CH:30]3[CH2:31][CH:28]([CH2:29]3)[C:8]3[N:9]([CH2:17][C:18]4[C:26]5[C:21](=[CH:22][CH:23]=[CH:24][CH:25]=5)[N:20]([CH3:27])[N:19]=4)[C:10]([C:12]([NH2:33])=[O:14])=[N:11][C:7]=3[C:6]=2[CH:32]=1. The yield is 0.860.